This data is from Full USPTO retrosynthesis dataset with 1.9M reactions from patents (1976-2016). The task is: Predict the reactants needed to synthesize the given product. (1) Given the product [NH2:26][N:14]1[CH2:15][CH:16]([C:17]2[CH:18]=[CH:19][C:20]([O:23][CH3:24])=[CH:21][CH:22]=2)[N:12]([CH2:11][CH2:10][CH2:9][C:6]2[CH:5]=[CH:4][C:3]([O:2][CH3:1])=[CH:8][CH:7]=2)[C:13]1=[O:25], predict the reactants needed to synthesize it. The reactants are: [CH3:1][O:2][C:3]1[CH:8]=[CH:7][C:6]([CH2:9][CH2:10][CH2:11][N:12]2[CH:16]([C:17]3[CH:22]=[CH:21][C:20]([O:23][CH3:24])=[CH:19][CH:18]=3)[CH2:15][NH:14][C:13]2=[O:25])=[CH:5][CH:4]=1.[N:26]([O-])=O.[Na+]. (2) Given the product [CH3:1][N:2]([CH:10]([CH3:15])[CH2:11][CH2:12][C:13]([O:23][CH2:18][CH3:19])=[O:14])[C:3]([O:5][C:6]([CH3:9])([CH3:7])[CH3:8])=[O:4], predict the reactants needed to synthesize it. The reactants are: [CH3:1][N:2]([CH:10]([CH3:15])[CH2:11][CH2:12][CH:13]=[O:14])[C:3]([O:5][C:6]([CH3:9])([CH3:8])[CH3:7])=[O:4].CN1C(C)C[CH2:19][C:18]1=[O:23].Cl.CNC(C)CCC(O)=O.CNC(C)CCC(OCC)=O.C(OC(OC(C)(C)C)=O)(OC(C)(C)C)=O. (3) Given the product [NH2:28][CH2:27][C:23]1[CH:22]=[C:21]([CH2:20][NH:19][C:15]2[C:14](=[O:36])[N:13]([C:11]3[CH:12]=[C:7]([CH:8]=[CH:9][C:10]=3[CH3:37])[C:5]([NH:4][CH:1]3[CH2:2][CH2:3]3)=[O:6])[CH:18]=[CH:17][N:16]=2)[CH:26]=[CH:25][CH:24]=1, predict the reactants needed to synthesize it. The reactants are: [CH:1]1([NH:4][C:5]([C:7]2[CH:8]=[CH:9][C:10]([CH3:37])=[C:11]([N:13]3[CH:18]=[CH:17][N:16]=[C:15]([NH:19][CH2:20][C:21]4[CH:22]=[C:23]([CH2:27][NH:28]C(=O)OC(C)(C)C)[CH:24]=[CH:25][CH:26]=4)[C:14]3=[O:36])[CH:12]=2)=[O:6])[CH2:3][CH2:2]1.FC(F)(F)C(O)=O. (4) Given the product [F:39][CH:40]([F:49])[O:41][C:42]1[C:7]([O:8][C:9]2[C:23]([O:24][C:25]3[CH:26]=[CH:27][C:28]([S:31]([CH3:34])(=[O:32])=[O:33])=[CH:29][CH:30]=3)=[CH:22][C:12]3[NH:13][C:14]([C:16]4[CH:21]=[CH:20][CH:19]=[CH:18][N:17]=4)=[N:15][C:11]=3[CH:10]=2)=[CH:35][CH:36]=[CH:37][N:43]=1, predict the reactants needed to synthesize it. The reactants are: C(OC(C1C=[CH:37][CH:36]=[CH:35][C:7]=1[O:8][C:9]1[C:23]([O:24][C:25]2[CH:30]=[CH:29][C:28]([S:31]([CH3:34])(=[O:33])=[O:32])=[CH:27][CH:26]=2)=[CH:22][C:12]2[NH:13][C:14]([C:16]3[CH:21]=[CH:20][CH:19]=[CH:18][N:17]=3)=[N:15][C:11]=2[CH:10]=1)=O)C.[F:39][CH:40]([F:49])[O:41][C:42]1C(O)=CC=C[N:43]=1. (5) The reactants are: Cl[C:2]1[CH:7]=[C:6]([C:8]2[CH:13]=[CH:12][CH:11]=[CH:10][CH:9]=2)[N:5]=[C:4]([NH:14][CH:15]2[CH2:20][CH2:19][CH:18]([OH:21])[CH2:17][CH2:16]2)[N:3]=1.[Cl:22][C:23]1[CH:24]=[C:25]([CH:27]=[CH:28][C:29]=1[O:30][CH3:31])[NH2:26]. Given the product [Cl:22][C:23]1[CH:24]=[C:25]([NH:26][C:2]2[CH:7]=[C:6]([C:8]3[CH:13]=[CH:12][CH:11]=[CH:10][CH:9]=3)[N:5]=[C:4]([NH:14][CH:15]3[CH2:20][CH2:19][CH:18]([OH:21])[CH2:17][CH2:16]3)[N:3]=2)[CH:27]=[CH:28][C:29]=1[O:30][CH3:31], predict the reactants needed to synthesize it. (6) Given the product [NH:9]1[CH2:8][CH2:7][CH:6]([O:5][CH2:4][C:3]([O:2][CH3:1])=[O:22])[CH2:11][CH2:10]1, predict the reactants needed to synthesize it. The reactants are: [CH3:1][O:2][C:3](=[O:22])[CH2:4][O:5][CH:6]1[CH2:11][CH2:10][N:9](C(OCC2C=CC=CC=2)=O)[CH2:8][CH2:7]1. (7) Given the product [Cl:3][C:4]1[CH:22]=[C:21]([NH2:23])[CH:20]=[CH:19][C:5]=1[N:6]([CH2:13][CH2:14][CH2:15][CH2:16][CH2:17][CH3:18])[CH2:7][CH2:8][CH2:9][CH2:10][CH2:11][CH3:12], predict the reactants needed to synthesize it. The reactants are: Cl.O.[Cl:3][C:4]1[CH:22]=[C:21]([N+:23]([O-])=O)[CH:20]=[CH:19][C:5]=1[N:6]([CH2:13][CH2:14][CH2:15][CH2:16][CH2:17][CH3:18])[CH2:7][CH2:8][CH2:9][CH2:10][CH2:11][CH3:12].CCN(CC)CC.